This data is from NCI-60 drug combinations with 297,098 pairs across 59 cell lines. The task is: Regression. Given two drug SMILES strings and cell line genomic features, predict the synergy score measuring deviation from expected non-interaction effect. (1) Cell line: MOLT-4. Drug 2: CC1=C2C(C(=O)C3(C(CC4C(C3C(C(C2(C)C)(CC1OC(=O)C(C(C5=CC=CC=C5)NC(=O)C6=CC=CC=C6)O)O)OC(=O)C7=CC=CC=C7)(CO4)OC(=O)C)O)C)OC(=O)C. Synergy scores: CSS=77.5, Synergy_ZIP=17.8, Synergy_Bliss=18.0, Synergy_Loewe=-4.64, Synergy_HSA=18.1. Drug 1: CS(=O)(=O)C1=CC(=C(C=C1)C(=O)NC2=CC(=C(C=C2)Cl)C3=CC=CC=N3)Cl. (2) Drug 1: C1=NC2=C(N1)C(=S)N=CN2. Drug 2: COCCOC1=C(C=C2C(=C1)C(=NC=N2)NC3=CC=CC(=C3)C#C)OCCOC.Cl. Cell line: SK-OV-3. Synergy scores: CSS=20.9, Synergy_ZIP=-9.69, Synergy_Bliss=-2.66, Synergy_Loewe=-1.56, Synergy_HSA=-1.29. (3) Drug 1: C1=CC(=CC=C1CCC2=CNC3=C2C(=O)NC(=N3)N)C(=O)NC(CCC(=O)O)C(=O)O. Drug 2: C1CC(C1)(C(=O)O)C(=O)O.[NH2-].[NH2-].[Pt+2]. Cell line: SK-MEL-5. Synergy scores: CSS=37.6, Synergy_ZIP=-10.9, Synergy_Bliss=-4.81, Synergy_Loewe=-2.67, Synergy_HSA=-2.70.